This data is from Forward reaction prediction with 1.9M reactions from USPTO patents (1976-2016). The task is: Predict the product of the given reaction. (1) The product is: [S:16]([O:1][CH2:2][C:3]1([CH2:6][O:7][S:16]([CH3:15])(=[O:18])=[O:17])[CH2:5][CH2:4]1)([CH3:15])(=[O:18])=[O:17]. Given the reactants [OH:1][CH2:2][C:3]1([CH2:6][OH:7])[CH2:5][CH2:4]1.C(N(CC)CC)C.[CH3:15][S:16](Cl)(=[O:18])=[O:17], predict the reaction product. (2) Given the reactants Br[CH2:2][C:3]([O:5][CH2:6][CH3:7])=[O:4].Cl.[NH:9]1[CH2:13][CH2:12][CH2:11][CH:10]1[CH2:14][C:15]([O:17][CH2:18][CH3:19])=[O:16].C(=O)([O-])[O-].[K+].[K+], predict the reaction product. The product is: [CH2:6]([O:5][C:3]([CH2:2][N:9]1[CH2:13][CH2:12][CH2:11][CH:10]1[CH2:14][C:15]([O:17][CH2:18][CH3:19])=[O:16])=[O:4])[CH3:7]. (3) The product is: [C:1]([C:5]1[N:10]=[C:9]([NH:11][CH2:12][C:13]2[O:14][CH:15]=[CH:16][CH:17]=2)[C:8]([C:18]([N:20]([CH2:43][CH:44]([CH3:46])[CH3:45])[C@H:21]2[CH2:26][C@@H:25]([NH:27][C:28]([N:56]3[CH2:61][CH2:60][O:59][CH2:58][CH2:57]3)=[O:29])[CH2:24][N:23]([C:36]([O:38][C:39]([CH3:42])([CH3:41])[CH3:40])=[O:37])[CH2:22]2)=[O:19])=[CH:7][N:6]=1)([CH3:4])([CH3:3])[CH3:2]. Given the reactants [C:1]([C:5]1[N:10]=[C:9]([NH:11][CH2:12][C:13]2[O:14][CH:15]=[CH:16][CH:17]=2)[C:8]([C:18]([N:20]([CH2:43][CH:44]([CH3:46])[CH3:45])[C@H:21]2[CH2:26][C@@H:25]([NH:27][C:28](OCC(Cl)(Cl)Cl)=[O:29])[CH2:24][N:23]([C:36]([O:38][C:39]([CH3:42])([CH3:41])[CH3:40])=[O:37])[CH2:22]2)=[O:19])=[CH:7][N:6]=1)([CH3:4])([CH3:3])[CH3:2].C(N(CC)C(C)C)(C)C.[NH:56]1[CH2:61][CH2:60][O:59][CH2:58][CH2:57]1, predict the reaction product.